From a dataset of Choline transporter screen with 302,306 compounds. Binary Classification. Given a drug SMILES string, predict its activity (active/inactive) in a high-throughput screening assay against a specified biological target. (1) The molecule is Brc1ccc(C(=O)COC(=O)/C=C\c2ccc(S(=O)(=O)Nc3cc(S(=O)(=O)N)ccc3)cc2)cc1. The result is 0 (inactive). (2) The molecule is Clc1c(NC(=O)COC(=O)CCc2sc3c(n2)cccc3)ncc(Cl)c1. The result is 0 (inactive). (3) The molecule is O=C1CC(Cc2nc(ncc12)NC(=O)COc1ccc(OC)cc1)(C)C. The result is 0 (inactive). (4) The molecule is O(C(C(=O)Nc1c(OC)ccc([N+]([O-])=O)c1)C)C(=O)Cn1[nH]c(=O)c2c(c1=O)cccc2. The result is 0 (inactive). (5) The compound is Clc1ccc(C(=O)C2CCN(CC2)CC(=O)NC2CCCC2)cc1. The result is 0 (inactive).